This data is from Full USPTO retrosynthesis dataset with 1.9M reactions from patents (1976-2016). The task is: Predict the reactants needed to synthesize the given product. (1) Given the product [C:15]([C:19]1[CH:27]=[CH:26][C:22]([C:23]([N:6]2[CH:7]([C:30]3[C:31]4[C:36](=[CH:35][CH:34]=[CH:33][CH:32]=4)[NH:28][CH:29]=3)[C:8]3[C:13](=[CH:12][CH:11]=[CH:10][CH:9]=3)[C:14]3[CH:1]=[CH:2][CH:3]=[CH:4][C:5]2=3)=[O:24])=[CH:21][CH:20]=1)([CH3:18])([CH3:17])[CH3:16], predict the reactants needed to synthesize it. The reactants are: [CH:1]1[C:14]2[C:5](=[N:6][CH:7]=[C:8]3[C:13]=2[CH:12]=[CH:11][CH:10]=[CH:9]3)[CH:4]=[CH:3][CH:2]=1.[C:15]([C:19]1[CH:27]=[CH:26][C:22]([C:23](Cl)=[O:24])=[CH:21][CH:20]=1)([CH3:18])([CH3:17])[CH3:16].[NH:28]1[C:36]2[C:31](=[CH:32][CH:33]=[CH:34][CH:35]=2)[CH:30]=[CH:29]1. (2) Given the product [C:1]([O:28][C:19]([CH3:18])([CH3:27])[CH2:20][C:21]1[CH:26]=[CH:25][CH:24]=[CH:23][CH:22]=1)(=[O:8])[C:2]1[CH:7]=[CH:6][CH:5]=[CH:4][CH:3]=1, predict the reactants needed to synthesize it. The reactants are: [C:1](O[C:1](=[O:8])[C:2]1[CH:7]=[CH:6][CH:5]=[CH:4][CH:3]=1)(=[O:8])[C:2]1[CH:7]=[CH:6][CH:5]=[CH:4][CH:3]=1.[CH3:18][C:19]([OH:28])([CH3:27])[CH2:20][C:21]1[CH:26]=[CH:25][CH:24]=[CH:23][CH:22]=1.C(N(CC)CC)C.[OH-].[Na+].